This data is from B-cell epitopes from IEDB database with 3,159 antigens for binding position prediction. The task is: Token-level Classification. Given an antigen amino acid sequence, predict which amino acid positions are active epitope sites capable of antibody binding. Output is a list of indices for active positions. (1) Given the antigen sequence: MASVEVESAATALPKNETPEVTKAEETKTEEPAAPPASEQETADATPEKEEPTAAPAEPEAPAPETEKAEEVEKIEKTEEPAPEADQTTPEEKPAEPEPVAEEEPKHETKETETEAPAAPAEGEKPAEEEKPITEAAETATTEVPVEKTEE, which amino acid positions are active epitope sites? The epitope positions are: [127, 128, 129, 130, 131, 132, 133, 134]. The amino acids at these positions are: EEEKPITE. (2) The epitope positions are: [311, 312, 313, 314, 315, 316, 317, 318, 319, 320]. The amino acids at these positions are: DDNQFTRDAG. Given the antigen sequence: MHYFSDNKSEDGDQTYVRLGFKGETQVTDQLTGYGQWEYQIQGNTSEDNKENSWTRVAFAGLKFQDVGSFDYGRNYGVVYDVTSWTDVLPEFGGDTYGSDNFMQQRGNGFATYRNTDFFGLVDGLNFAVQYQGKNGSVSGEGMTNNGRGALRQNGDGVGGSITYDYEGFGIGAAVSSSKRTDDQNGSYISNGVVRNYIGTGDRAETYTGGLKYDANNIYLAAQYTQTYNATRVGSLGWANKAQNFEAVAQYQFDFGLRPSVAYLQSKGKNLGVINSRNYDDEDILKYVDVGATYYFNKNMSTYVDYKINLLDDNQFTRDAGINTDNIVALGLVYQF, which amino acid positions are active epitope sites? (3) Given the antigen sequence: MAALKLLSSGLRLGASARSSRGALHKGCVCYFSVSTRHHTKFYTDPVEAVKDIPNGATLLVGGFGLCGIPENLIGALLKTGVKDLTAVSNNAGVDNFGLGLLLRSKQIKRMISSYVGENAEFERQFLSGELEVELTPQGTLAERIRAGGAGVPAFYTSTGYGTLVQEGGSPIKYNKDGSVAIASKPREVREFNGQHFILEEAITGDFALVKAWKADRAGNVIFRKSARNFNLPMCKAAGTTVVEVEEIVDIGSFAPEDIHIPKIYVHRLIKGEKYEKRIERLSLRKEGDGKGKSGKPGGDVRERIIKRAALEFEDGMYANLGIGIPLLASNFISPNMTVHLQSENGVLGLGPYPLKDEADADLINAGKETVTVLPGASFFSSDESFVMIRGGHVNLTMLGAMQVSKYGDLANWMIPGKMVKGMGGAMDLVSSSKTKVVVTMEHSAKGNAHKIMEKCTLPLTGKQCVNRIITEKGVFDVDKKNGLTLIELWEGLTVDDIKK..., which amino acid positions are active epitope sites? The epitope positions are: [107, 108, 109, 110, 111, 112, 113, 114, 115, 116, 117, 118, 119, 120]. The amino acids at these positions are: IKRMISSYVGENAE. (4) The epitope positions are: [500, 501, 502, 503, 504, 505, 506, 507, 508, 509, 510, 511, 512, 513, 514, 515, 516, 517, 518, 519... (37 total positions)]. The amino acids at these positions are: TKASPGRVRRDSAWDVRPLTETRGDLFSGD.... Given the antigen sequence: MSLQFIGLQRRDVVALVNFLRHLTQKPDVDLEAHPKILKKCGEKRLHRRTVLFNELMLWLGYYRELRFHNPDLSSVLEEFEVRCVAVARRGYTYPFGDRGKARDHLAVLDRTEFDTDVRHDAEIVERALVSAVILAKMSVRETLVTAIGQTEPIAFVHLKDTEVQRIEENLEGVRRNMFCVKPLDLNLDRHANTALVNAVNKLVYTGRLIMNVRRSWEELERKCLARIQERCKLLVKELRMCLSFDSNYCRNILKHAVENGDSADTLLELLIEDFDIYVDSFPQSAHTFLGARSPSLEFDDDANLLSLGGGSAFSSVPKKHVPTQPLDGWSWIASPWKGHKPFRFEAHGSLAPAAEAHAARSAAVGYYDEEEKRRERQKRVDDEVVQREKQQLKAWEERQQNLQQRQQQPPPPARKPSASRRLFGSSADEDDDDDDDEKNIFTPIKKPGTSGKGAASGGGVSSIFSGLLSSGSQKPTSGPLNIPQQQQRHAAFSLVSPQV..., which amino acid positions are active epitope sites?